Task: Predict which catalyst facilitates the given reaction.. Dataset: Catalyst prediction with 721,799 reactions and 888 catalyst types from USPTO (1) Reactant: C([O:3][C:4](=[O:22])[CH2:5][NH:6][CH2:7][CH2:8][NH:9][S:10]([C:13]1[S:14][C:15]2[CH:21]=[CH:20][CH:19]=[CH:18][C:16]=2[N:17]=1)(=[O:12])=[O:11])C.[Li+].[OH-].[C:25](O[C:25]([O:27][C:28]([CH3:31])([CH3:30])[CH3:29])=[O:26])([O:27][C:28]([CH3:31])([CH3:30])[CH3:29])=[O:26]. Product: [S:14]1[C:15]2[CH:21]=[CH:20][CH:19]=[CH:18][C:16]=2[N:17]=[C:13]1[S:10]([NH:9][CH2:8][CH2:7][N:6]([C:25]([O:27][C:28]([CH3:31])([CH3:30])[CH3:29])=[O:26])[CH2:5][C:4]([OH:3])=[O:22])(=[O:11])=[O:12]. The catalyst class is: 30. (2) Reactant: Cl.[CH:2]1([CH2:7][C@H:8]([N:13]2[CH:18]=[C:17]([C:19]([F:22])([F:21])[F:20])[CH:16]=[CH:15][C:14]2=[O:23])[C:9]([O:11]C)=[O:10])[CH2:6][CH2:5][CH2:4][CH2:3]1. Product: [CH:2]1([CH2:7][C@H:8]([N:13]2[CH:18]=[C:17]([C:19]([F:20])([F:21])[F:22])[CH:16]=[CH:15][C:14]2=[O:23])[C:9]([OH:11])=[O:10])[CH2:6][CH2:5][CH2:4][CH2:3]1. The catalyst class is: 84. (3) Reactant: Cl.[F:2][C:3]1[CH:4]=[N:5][C:6]([C@@H:9]([NH2:11])[CH3:10])=[N:7][CH:8]=1.C(N(CC)CC)C.[Cl:19][C:20]1[N:25]=[C:24](Cl)[N:23]=[C:22]([NH:27][C:28]2[N:29]=[CH:30][N:31]([CH3:33])[CH:32]=2)[N:21]=1. Product: [Cl:19][C:20]1[N:25]=[C:24]([NH:11][C@H:9]([C:6]2[N:7]=[CH:8][C:3]([F:2])=[CH:4][N:5]=2)[CH3:10])[N:23]=[C:22]([NH:27][C:28]2[N:29]=[CH:30][N:31]([CH3:33])[CH:32]=2)[N:21]=1. The catalyst class is: 14. (4) The catalyst class is: 14. Product: [CH3:2][C:3]1[N:4]=[C:5]([NH2:20])[S:6][C:7]=1[C:8]1[N:9]=[C:10]([C:13]2([C:16]([F:19])([F:18])[F:17])[CH2:14][CH2:15]2)[S:11][CH:12]=1. Reactant: Cl.[CH3:2][C:3]1[N:4]=[C:5]([NH:20]C(=O)C)[S:6][C:7]=1[C:8]1[N:9]=[C:10]([C:13]2([C:16]([F:19])([F:18])[F:17])[CH2:15][CH2:14]2)[S:11][CH:12]=1. (5) Reactant: [Cl:1][C:2]1[CH:20]=[CH:19][C:5]2[N:6]([C:10]3[CH:15]=[C:14]([Cl:16])[CH:13]=[CH:12][C:11]=3[O:17]C)[C:7](=[O:9])[NH:8][C:4]=2[CH:3]=1.B(Br)(Br)Br.O. Product: [Cl:1][C:2]1[CH:20]=[CH:19][C:5]2[N:6]([C:10]3[CH:15]=[C:14]([Cl:16])[CH:13]=[CH:12][C:11]=3[OH:17])[C:7](=[O:9])[NH:8][C:4]=2[CH:3]=1. The catalyst class is: 4. (6) Reactant: [N:1]1([C:11]([O:13][C:14]([CH3:17])([CH3:16])[CH3:15])=[O:12])[CH2:6][CH2:5][NH:4][C@H:3]([C:7]([O:9][CH3:10])=[O:8])[CH2:2]1.[N:18]([C@H:21]1[CH2:23][C@@H:22]1[C:24]1[CH:29]=[CH:28][CH:27]=[CH:26][CH:25]=1)=[C:19]=[O:20]. Product: [C:24]1([C@H:22]2[CH2:23][C@@H:21]2[NH:18][C:19]([N:4]2[CH2:5][CH2:6][N:1]([C:11]([O:13][C:14]([CH3:17])([CH3:16])[CH3:15])=[O:12])[CH2:2][C@H:3]2[C:7]([O:9][CH3:10])=[O:8])=[O:20])[CH:29]=[CH:28][CH:27]=[CH:26][CH:25]=1. The catalyst class is: 2.